This data is from Forward reaction prediction with 1.9M reactions from USPTO patents (1976-2016). The task is: Predict the product of the given reaction. (1) The product is: [CH3:2][NH:3][CH2:4][CH2:5][CH:6]([C:18]1[S:19][CH:20]=[CH:21][CH:22]=1)[C:7]1[C:16]2[C:11](=[CH:12][CH:13]=[CH:14][CH:15]=2)[C:10]([OH:17])=[CH:9][CH:8]=1. Given the reactants Br.[CH3:2][NH:3][CH2:4][CH2:5][CH:6]([C:18]1[S:19][CH:20]=[CH:21][CH:22]=1)[C:7]1[C:16]2[C:11](=[CH:12][CH:13]=[CH:14][CH:15]=2)[C:10]([OH:17])=[CH:9][CH:8]=1.[OH-].[NH4+], predict the reaction product. (2) The product is: [Si:22]([O:29][CH2:30][CH2:31][N:32]1[C:40]2[CH2:39][CH2:38][CH2:37][CH:36]([NH:41][C:19](=[O:20])[CH2:18][C@@H:3]3[C:2](=[O:1])[NH:7][CH2:6][CH2:5][N:4]3[S:8]([C:11]3[CH:12]=[CH:13][C:14]([CH3:15])=[CH:16][CH:17]=3)(=[O:10])=[O:9])[C:35]=2[CH:34]=[N:33]1)([C:25]([CH3:28])([CH3:26])[CH3:27])([CH3:24])[CH3:23]. Given the reactants [O:1]=[C:2]1[NH:7][CH2:6][CH2:5][N:4]([S:8]([C:11]2[CH:17]=[CH:16][C:14]([CH3:15])=[CH:13][CH:12]=2)(=[O:10])=[O:9])[C@@H:3]1[CH2:18][C:19](O)=[O:20].[Si:22]([O:29][CH2:30][CH2:31][N:32]1[C:40]2[CH2:39][CH2:38][CH2:37][CH:36]([NH2:41])[C:35]=2[CH:34]=[N:33]1)([C:25]([CH3:28])([CH3:27])[CH3:26])([CH3:24])[CH3:23].C1C=CC2N(O)N=NC=2C=1.CCN=C=NCCCN(C)C, predict the reaction product.